This data is from Full USPTO retrosynthesis dataset with 1.9M reactions from patents (1976-2016). The task is: Predict the reactants needed to synthesize the given product. (1) Given the product [F:21][C:22]1[CH:30]=[CH:29][C:25]([C:26]([NH:19][C:14]2[C:15]([CH3:18])=[C:16]([CH3:17])[C:4]3[O:3][C:2]([CH3:1])=[C:6]([C:7]4[CH:8]=[CH:9][CH:10]=[CH:11][CH:12]=4)[C:5]=3[C:13]=2[CH3:20])=[O:27])=[CH:24][CH:23]=1, predict the reactants needed to synthesize it. The reactants are: [CH3:1][C:2]1[O:3][C:4]2[C:16]([CH3:17])=[C:15]([CH3:18])[C:14]([NH2:19])=[C:13]([CH3:20])[C:5]=2[C:6]=1[C:7]1[CH:12]=[CH:11][CH:10]=[CH:9][CH:8]=1.[F:21][C:22]1[CH:30]=[CH:29][C:25]([C:26](Cl)=[O:27])=[CH:24][CH:23]=1. (2) Given the product [NH:1]1[C:7]2[CH:8]=[CH:9][CH:10]=[CH:11][C:6]=2[CH2:5][O:4][CH2:3][CH2:2]1, predict the reactants needed to synthesize it. The reactants are: [NH:1]1[C:7]2[CH:8]=[CH:9][CH:10]=[CH:11][C:6]=2[CH2:5][O:4][CH2:3][C:2]1=O.[H-].[Al+3].[Li+].[H-].[H-].[H-].O.[OH-].[Na+].